Dataset: Catalyst prediction with 721,799 reactions and 888 catalyst types from USPTO. Task: Predict which catalyst facilitates the given reaction. (1) Reactant: [CH3:1][N:2]1[CH2:7][CH2:6][N:5]([C:8]2[CH:13]=[CH:12][C:11]([CH2:14][C:15]#[CH:16])=[CH:10][CH:9]=2)[CH2:4][CH2:3]1.Br[C:18]1[C:19]([NH:26][CH2:27][C:28]([CH3:31])([CH3:30])[CH3:29])=[N:20][C:21]([C:24]#[N:25])=[N:22][CH:23]=1.C(N(CC)CC)C.[Cl-].[NH4+]. Product: [CH3:29][C:28]([CH3:31])([CH3:30])[CH2:27][NH:26][C:19]1[C:18]([C:16]#[C:15][CH2:14][C:11]2[CH:12]=[CH:13][C:8]([N:5]3[CH2:6][CH2:7][N:2]([CH3:1])[CH2:3][CH2:4]3)=[CH:9][CH:10]=2)=[CH:23][N:22]=[C:21]([C:24]#[N:25])[N:20]=1. The catalyst class is: 540. (2) Reactant: [CH2:1]([C:8]1[S:12][C:11]([N:13]2[CH2:18][CH2:17][O:16][CH2:15][CH2:14]2)=[N:10][C:9]=1[C:19]1[CH:24]=[CH:23][C:22]([O:25]C)=[CH:21][CH:20]=1)[C:2]1[CH:7]=[CH:6][CH:5]=[CH:4][CH:3]=1.B(Br)(Br)Br. Product: [CH2:1]([C:8]1[S:12][C:11]([N:13]2[CH2:14][CH2:15][O:16][CH2:17][CH2:18]2)=[N:10][C:9]=1[C:19]1[CH:20]=[CH:21][C:22]([OH:25])=[CH:23][CH:24]=1)[C:2]1[CH:7]=[CH:6][CH:5]=[CH:4][CH:3]=1. The catalyst class is: 4. (3) Reactant: [CH3:1][N:2]([CH3:23])[C:3]1[N:8]=[CH:7][C:6]([NH:9][C:10](=[O:18])OC2C=CC=CC=2)=[CH:5][C:4]=1[C:19]([F:22])([F:21])[F:20].[C:24]([C:28]1[CH:32]=[C:31]([CH2:33][NH2:34])[N:30]([C:35]2[CH:40]=[CH:39][CH:38]=[C:37]([Cl:41])[CH:36]=2)[N:29]=1)([CH3:27])([CH3:26])[CH3:25].C(N(CC)CC)C. Product: [C:24]([C:28]1[CH:32]=[C:31]([CH2:33][NH:34][C:10]([NH:9][C:6]2[CH:7]=[N:8][C:3]([N:2]([CH3:1])[CH3:23])=[C:4]([C:19]([F:20])([F:21])[F:22])[CH:5]=2)=[O:18])[N:30]([C:35]2[CH:40]=[CH:39][CH:38]=[C:37]([Cl:41])[CH:36]=2)[N:29]=1)([CH3:27])([CH3:25])[CH3:26]. The catalyst class is: 58. (4) Reactant: [Cl:1][C:2]1[CH:7]=[CH:6][C:5]([C:8]2([OH:30])[CH2:13][CH2:12][N:11]([C:14](=[O:27])[C@H:15]([NH:19]C(=O)OC(C)(C)C)[CH:16]([CH3:18])[CH3:17])[CH2:10][C:9]2([CH3:29])[CH3:28])=[CH:4][C:3]=1[O:31][CH3:32].Cl. Product: [ClH:1].[NH2:19][C@H:15]([CH:16]([CH3:18])[CH3:17])[C:14]([N:11]1[CH2:12][CH2:13][C:8]([C:5]2[CH:6]=[CH:7][C:2]([Cl:1])=[C:3]([O:31][CH3:32])[CH:4]=2)([OH:30])[C:9]([CH3:28])([CH3:29])[CH2:10]1)=[O:27]. The catalyst class is: 12. (5) Reactant: [N:1]1([C:6]2[CH:13]=[CH:12][C:9]([CH:10]=[O:11])=[CH:8][CH:7]=2)[CH:5]=[CH:4][CH:3]=[N:2]1.[CH:14](Br)(Br)Br.[OH-:18].[K+:19].[CH3:20][OH:21]. Product: [N:1]1([C:6]2[CH:13]=[CH:12][C:9]([CH:10]([O:11][CH3:14])[C:20]([O-:21])=[O:18])=[CH:8][CH:7]=2)[CH:5]=[CH:4][CH:3]=[N:2]1.[K+:19]. The catalyst class is: 12.